This data is from Full USPTO retrosynthesis dataset with 1.9M reactions from patents (1976-2016). The task is: Predict the reactants needed to synthesize the given product. (1) Given the product [CH3:16][C:15]([O:14][C:12]([N:19]1[CH2:20][CH2:21][CH:22]2[CH:23]([O:6]2)[CH2:24]1)=[O:13])([CH3:18])[CH3:17], predict the reactants needed to synthesize it. The reactants are: ClC1C=C(C=CC=1)C(OO)=[O:6].[C:12]([N:19]1[CH2:24][CH:23]=[CH:22][CH2:21][CH2:20]1)([O:14][C:15]([CH3:18])([CH3:17])[CH3:16])=[O:13].[O-]S([O-])(=S)=O.[Na+].[Na+].C([O-])([O-])=O.[Na+].[Na+]. (2) Given the product [Cl:1][CH2:2][CH2:3][CH2:4][CH2:5][C:7]1[C:15]2[C:10](=[CH:11][CH:12]=[C:13]([C:16]#[N:17])[CH:14]=2)[NH:9][CH:8]=1, predict the reactants needed to synthesize it. The reactants are: [Cl:1][CH2:2][CH2:3][CH2:4][C:5]([C:7]1[C:15]2[C:10](=[CH:11][CH:12]=[C:13]([C:16]#[N:17])[CH:14]=2)[NH:9][CH:8]=1)=O.C[SiH](C)O[SiH](C)C. (3) Given the product [CH2:4]([S:15][C:11]1[CH:10]=[C:9]([CH:14]=[CH:13][CH:12]=1)[NH2:8])[CH3:5], predict the reactants needed to synthesize it. The reactants are: [H-].[Na+].O1CC[CH2:5][CH2:4]1.[NH2:8][C:9]1[CH:10]=[C:11]([SH:15])[CH:12]=[CH:13][CH:14]=1.ICC. (4) Given the product [C:24]([C:26](=[CH:22][C:19]1[CH:20]=[C:21]2[C:16](=[CH:17][CH:18]=1)[NH:15][N:14]=[C:13]2[C:5]1[CH:4]=[C:3]([O:2][CH3:1])[C:8]([O:9][CH3:10])=[C:7]([O:11][CH3:12])[CH:6]=1)[C:27]([NH:29][CH3:30])=[O:28])#[N:25], predict the reactants needed to synthesize it. The reactants are: [CH3:1][O:2][C:3]1[CH:4]=[C:5]([C:13]2[C:21]3[C:16](=[CH:17][CH:18]=[C:19]([CH:22]=O)[CH:20]=3)[NH:15][N:14]=2)[CH:6]=[C:7]([O:11][CH3:12])[C:8]=1[O:9][CH3:10].[C:24]([CH2:26][C:27]([NH:29][CH3:30])=[O:28])#[N:25].C1CCN2C(=NCCC2)CC1. (5) The reactants are: [F:1][C:2]1[CH:28]=[C:27]([F:29])[CH:26]=[CH:25][C:3]=1[CH2:4][O:5][C:6]1[CH:11]=[C:10]([CH3:12])[N:9]([C:13]2[C:18]([CH3:19])=[CH:17][N:16]=[C:15]([C:20]([O:22][CH3:23])=[O:21])[CH:14]=2)[C:8](=[O:24])[CH:7]=1.[Cl:30]N1C(=O)CCC1=O.ClC(Cl)C(O)=O. Given the product [Cl:30][C:7]1[C:8](=[O:24])[N:9]([C:13]2[C:18]([CH3:19])=[CH:17][N:16]=[C:15]([C:20]([O:22][CH3:23])=[O:21])[CH:14]=2)[C:10]([CH3:12])=[CH:11][C:6]=1[O:5][CH2:4][C:3]1[CH:25]=[CH:26][C:27]([F:29])=[CH:28][C:2]=1[F:1], predict the reactants needed to synthesize it. (6) Given the product [C:1]([C:5]1[CH:10]=[CH:9][C:8]([S:11]([NH:14][C:15]2[CH:20]=[CH:19][C:18]([C:31]#[N:32])=[CH:17][C:16]=2[C:23]2[N:27]([CH3:28])[C:26]([CH2:29][CH3:30])=[N:25][N:24]=2)(=[O:13])=[O:12])=[CH:7][CH:6]=1)([CH3:4])([CH3:3])[CH3:2], predict the reactants needed to synthesize it. The reactants are: [C:1]([C:5]1[CH:10]=[CH:9][C:8]([S:11]([NH:14][C:15]2[CH:20]=[C:19](F)[C:18](Cl)=[CH:17][C:16]=2[C:23]2[N:27]([CH3:28])[C:26]([CH2:29][CH3:30])=[N:25][N:24]=2)(=[O:13])=[O:12])=[CH:7][CH:6]=1)([CH3:4])([CH3:3])[CH3:2].[C:31]([Cu])#[N:32].CN(C=O)C. (7) Given the product [CH3:20][C:21]1[N:22]([CH2:29][CH2:30][NH:31][C:17]([C:15]2[CH:16]=[C:11]([C:5]3[CH:4]=[C:3]([CH2:1][CH3:2])[C:8](=[O:9])[NH:7][C:6]=3[CH3:10])[CH:12]=[N:13][CH:14]=2)=[O:19])[C:23]([N+:26]([O-:28])=[O:27])=[CH:24][N:25]=1, predict the reactants needed to synthesize it. The reactants are: [CH2:1]([C:3]1[C:8](=[O:9])[NH:7][C:6]([CH3:10])=[C:5]([C:11]2[CH:12]=[N:13][CH:14]=[C:15]([C:17]([OH:19])=O)[CH:16]=2)[CH:4]=1)[CH3:2].[CH3:20][C:21]1[N:22]([CH2:29][CH2:30][NH2:31])[C:23]([N+:26]([O-:28])=[O:27])=[CH:24][N:25]=1. (8) Given the product [O:2]1[C:1]([C:3]2[CH:12]=[CH:11][C:6]([C:7]([OH:9])=[O:8])=[CH:5][N:4]=2)=[CH:28][N:27]=[CH:26]1, predict the reactants needed to synthesize it. The reactants are: [CH:1]([C:3]1[CH:12]=[CH:11][C:6]([C:7]([O:9]C)=[O:8])=[CH:5][N:4]=1)=[O:2].C[O-].[Na+].S([CH2:26][N+:27]#[C-:28])(C1C=CC(C)=CC=1)(=O)=O.